Dataset: Catalyst prediction with 721,799 reactions and 888 catalyst types from USPTO. Task: Predict which catalyst facilitates the given reaction. (1) Reactant: [C-:1]#[N:2].[K+].[Cl-].[NH4+:5].N.[C:7]1([CH:13]=O)[CH2:12][CH2:11][CH2:10][CH2:9][CH:8]=1. Product: [C:7]1([CH:13]([NH2:5])[C:1]#[N:2])[CH2:12][CH2:11][CH2:10][CH2:9][CH:8]=1. The catalyst class is: 809. (2) Reactant: [C:1]([O:5][C:6]([NH:8][C:9]1[CH:14]=[CH:13][N:12]([CH2:15][CH2:16][CH2:17][CH2:18][C:19]2[S:23][C:22]([C:24]([O:26]CC)=O)=[N:21][N:20]=2)[C:11](=[O:29])[C:10]=1[F:30])=[O:7])([CH3:4])([CH3:3])[CH3:2].[CH3:31][C:32]1[N:37]=[CH:36][C:35]([CH2:38][NH2:39])=[CH:34][CH:33]=1. Product: [F:30][C:10]1[C:11](=[O:29])[N:12]([CH2:15][CH2:16][CH2:17][CH2:18][C:19]2[S:23][C:22]([C:24](=[O:26])[NH:39][CH2:38][C:35]3[CH:36]=[N:37][C:32]([CH3:31])=[CH:33][CH:34]=3)=[N:21][N:20]=2)[CH:13]=[CH:14][C:9]=1[NH:8][C:6](=[O:7])[O:5][C:1]([CH3:3])([CH3:4])[CH3:2]. The catalyst class is: 5. (3) Reactant: [OH:1][C:2]1[CH:3]=[C:4]([CH:9]=[CH:10][C:11]=1[O:12][CH3:13])[C:5]([O:7][CH3:8])=[O:6].[CH2:14]1[CH2:20][CH:19](Cl)[C:17](=[O:18])[CH2:16][CH2:15]1.C(=O)([O-])[O-].[K+].[K+].CN(C=O)C. Product: [CH3:13][O:12][C:11]1[CH:10]=[CH:9][C:4]([C:5]([O:7][CH3:8])=[O:6])=[CH:3][C:2]=1[O:1][CH:16]1[CH2:15][CH2:14][CH2:20][CH2:19][C:17]1=[O:18]. The catalyst class is: 6. (4) Reactant: [F:1][C:2]([F:32])([F:31])[C:3]1[CH:8]=[CH:7][C:6]([CH:9]2[CH2:14][N:13]([C:15](OC3C=CC([N+]([O-])=O)=CC=3)=[O:16])[CH2:12][CH:11]([C:27]([O:29][CH3:30])=[O:28])[CH2:10]2)=[CH:5][CH:4]=1.[NH:33]1[CH2:38][CH2:37][S:36][CH2:35][CH2:34]1.C(=O)([O-])[O-].[K+].[K+]. Product: [N:33]1([C:15]([N:13]2[CH2:14][CH:9]([C:6]3[CH:5]=[CH:4][C:3]([C:2]([F:32])([F:31])[F:1])=[CH:8][CH:7]=3)[CH2:10][CH:11]([C:27]([O:29][CH3:30])=[O:28])[CH2:12]2)=[O:16])[CH2:38][CH2:37][S:36][CH2:35][CH2:34]1. The catalyst class is: 3. (5) Reactant: [Cl:1][C:2]1[CH:3]=[C:4]2[C:9](=[CH:10][C:11]=1[Cl:12])[CH:8]=[N:7][C:6]([NH2:13])=[CH:5]2.[Cl:14][C:15]1[C:24]([Cl:25])=[CH:23][CH:22]=[C:21]2[C:16]=1[CH:17]=[C:18]([NH2:26])[N:19]=[CH:20]2.[C:27](N1C=CC=CC1=O)(N1C=CC=CC1=O)=[S:28]. Product: [Cl:1][C:2]1[CH:3]=[C:4]2[C:9](=[CH:10][C:11]=1[Cl:12])[CH:8]=[N:7][C:6]([N:13]=[C:27]=[S:28])=[CH:5]2.[Cl:14][C:15]1[C:24]([Cl:25])=[CH:23][CH:22]=[C:21]2[C:16]=1[CH:17]=[C:18]([N:26]=[C:27]=[S:28])[N:19]=[CH:20]2. The catalyst class is: 4.